Dataset: Forward reaction prediction with 1.9M reactions from USPTO patents (1976-2016). Task: Predict the product of the given reaction. (1) Given the reactants [F:1][C:2]1[CH:7]=[CH:6][C:5]([C:8]2[CH:13]=[CH:12][C:11]([C:14]([NH:16][CH2:17][CH2:18][O:19][C:20]3[CH:25]=[CH:24][C:23]([CH2:26][CH:27]([O:33][C:34]4[CH:39]=[CH:38][C:37]([CH:40]([CH3:42])[CH3:41])=[CH:36][CH:35]=4)[C:28]([O:30]CC)=[O:29])=[CH:22][CH:21]=3)=[O:15])=[CH:10][CH:9]=2)=[CH:4][CH:3]=1.[OH-].[Na+], predict the reaction product. The product is: [F:1][C:2]1[CH:3]=[CH:4][C:5]([C:8]2[CH:13]=[CH:12][C:11]([C:14]([NH:16][CH2:17][CH2:18][O:19][C:20]3[CH:25]=[CH:24][C:23]([CH2:26][CH:27]([O:33][C:34]4[CH:35]=[CH:36][C:37]([CH:40]([CH3:42])[CH3:41])=[CH:38][CH:39]=4)[C:28]([OH:30])=[O:29])=[CH:22][CH:21]=3)=[O:15])=[CH:10][CH:9]=2)=[CH:6][CH:7]=1. (2) Given the reactants [CH3:1][N:2]1[CH2:15][C@@H:14]2[C@H:9]([CH2:10][CH2:11][C@:12]3([CH3:20])[C:18](=[O:19])[CH2:17][CH2:16][C@H:13]32)[C@:8]2([CH3:21])[C:3]1=[CH:4][C:5](=[O:22])[CH2:6][CH2:7]2.C[Si]([N-][Si](C)(C)C)(C)C.[K+].C1(N([S:40]([C:43]([F:46])([F:45])[F:44])(=[O:42])=[O:41])[S:40]([C:43]([F:46])([F:45])[F:44])(=[O:42])=[O:41])C=CC=CC=1, predict the reaction product. The product is: [F:44][C:43]([F:46])([F:45])[S:40]([O:19][C:18]1[C@:12]2([CH3:20])[C@H:13]([C@H:14]3[C@H:9]([CH2:10][CH2:11]2)[C@:8]2([CH3:21])[C:3](=[CH:4][C:5](=[O:22])[CH2:6][CH2:7]2)[N:2]([CH3:1])[CH2:15]3)[CH2:16][CH:17]=1)(=[O:42])=[O:41]. (3) Given the reactants [OH:1][CH2:2][CH2:3][N:4]([CH2:17][C:18]([F:21])([F:20])[F:19])[C:5]1[CH:12]=[CH:11][C:8]([C:9]#[N:10])=[C:7]([C:13]([F:16])([F:15])[F:14])[CH:6]=1.[C:22]([NH:25][C:26]1[CH:31]=[CH:30][C:29](O)=[CH:28][CH:27]=1)(=[O:24])[CH3:23], predict the reaction product. The product is: [C:9]([C:8]1[CH:11]=[CH:12][C:5]([N:4]([CH2:17][C:18]([F:19])([F:20])[F:21])[CH2:3][CH2:2][O:1][C:29]2[CH:30]=[CH:31][C:26]([NH:25][C:22](=[O:24])[CH3:23])=[CH:27][CH:28]=2)=[CH:6][C:7]=1[C:13]([F:15])([F:16])[F:14])#[N:10].